This data is from NCI-60 drug combinations with 297,098 pairs across 59 cell lines. The task is: Regression. Given two drug SMILES strings and cell line genomic features, predict the synergy score measuring deviation from expected non-interaction effect. (1) Drug 1: C1=CC(=CC=C1CCC2=CNC3=C2C(=O)NC(=N3)N)C(=O)NC(CCC(=O)O)C(=O)O. Drug 2: C1=CC=C(C(=C1)C(C2=CC=C(C=C2)Cl)C(Cl)Cl)Cl. Cell line: SNB-19. Synergy scores: CSS=36.2, Synergy_ZIP=-0.336, Synergy_Bliss=-1.73, Synergy_Loewe=-30.7, Synergy_HSA=-1.32. (2) Synergy scores: CSS=8.66, Synergy_ZIP=1.82, Synergy_Bliss=4.60, Synergy_Loewe=5.79, Synergy_HSA=5.30. Cell line: NCI-H226. Drug 2: C(=O)(N)NO. Drug 1: C1CC(=O)NC(=O)C1N2CC3=C(C2=O)C=CC=C3N. (3) Drug 1: CCC(=C(C1=CC=CC=C1)C2=CC=C(C=C2)OCCN(C)C)C3=CC=CC=C3.C(C(=O)O)C(CC(=O)O)(C(=O)O)O. Drug 2: CCN(CC)CCNC(=O)C1=C(NC(=C1C)C=C2C3=C(C=CC(=C3)F)NC2=O)C. Cell line: OVCAR3. Synergy scores: CSS=6.59, Synergy_ZIP=-0.597, Synergy_Bliss=-4.32, Synergy_Loewe=-3.13, Synergy_HSA=-4.56. (4) Drug 1: CC(CN1CC(=O)NC(=O)C1)N2CC(=O)NC(=O)C2. Drug 2: CC1CCCC2(C(O2)CC(NC(=O)CC(C(C(=O)C(C1O)C)(C)C)O)C(=CC3=CSC(=N3)C)C)C. Cell line: HCT116. Synergy scores: CSS=22.9, Synergy_ZIP=3.61, Synergy_Bliss=-3.69, Synergy_Loewe=-3.11, Synergy_HSA=-3.01. (5) Drug 1: C1CC(=O)NC(=O)C1N2CC3=C(C2=O)C=CC=C3N. Drug 2: C1C(C(OC1N2C=NC3=C2NC=NCC3O)CO)O. Cell line: DU-145. Synergy scores: CSS=6.56, Synergy_ZIP=-3.39, Synergy_Bliss=-1.36, Synergy_Loewe=1.37, Synergy_HSA=1.22. (6) Drug 1: CS(=O)(=O)CCNCC1=CC=C(O1)C2=CC3=C(C=C2)N=CN=C3NC4=CC(=C(C=C4)OCC5=CC(=CC=C5)F)Cl. Drug 2: C(=O)(N)NO. Cell line: CCRF-CEM. Synergy scores: CSS=-12.5, Synergy_ZIP=11.8, Synergy_Bliss=7.54, Synergy_Loewe=-17.1, Synergy_HSA=-14.6. (7) Drug 1: CCCCCOC(=O)NC1=NC(=O)N(C=C1F)C2C(C(C(O2)C)O)O. Drug 2: C1CC(=O)NC(=O)C1N2C(=O)C3=CC=CC=C3C2=O. Cell line: NCI-H226. Synergy scores: CSS=-6.12, Synergy_ZIP=3.17, Synergy_Bliss=0.0201, Synergy_Loewe=-3.75, Synergy_HSA=-4.89. (8) Drug 1: C1C(C(OC1N2C=NC3=C(N=C(N=C32)Cl)N)CO)O. Drug 2: C1C(C(OC1N2C=NC(=NC2=O)N)CO)O. Cell line: OVCAR-5. Synergy scores: CSS=44.8, Synergy_ZIP=1.82, Synergy_Bliss=2.89, Synergy_Loewe=4.46, Synergy_HSA=6.35. (9) Drug 1: C1CN1P(=S)(N2CC2)N3CC3. Drug 2: C1=NC2=C(N=C(N=C2N1C3C(C(C(O3)CO)O)F)Cl)N. Cell line: MOLT-4. Synergy scores: CSS=91.4, Synergy_ZIP=10.5, Synergy_Bliss=10.7, Synergy_Loewe=7.12, Synergy_HSA=11.4.